Task: Predict the reaction yield, written as a fraction of the theoretical maximum amount of product (1.0 means a 100% yield; for example, 0.34 means a 34% yield).. Dataset: Reaction yield outcomes from USPTO patents with 853,638 reactions (1) The reactants are [CH3:1][CH2:2][CH2:3][CH:4]([NH2:8])[CH2:5][CH2:6][CH3:7].C(N(CC)CC)C.[O:16]1[C:20]2[CH:21]=[CH:22][C:23]([C:25](Cl)=[O:26])=[CH:24][C:19]=2[O:18][CH2:17]1. The catalyst is ClCCl. The product is [CH3:1][CH2:2][CH2:3][CH:4]([NH:8][C:25]([C:23]1[CH:22]=[CH:21][C:20]2[O:16][CH2:17][O:18][C:19]=2[CH:24]=1)=[O:26])[CH2:5][CH2:6][CH3:7]. The yield is 0.483. (2) The reactants are [CH3:1][C:2]1[N:7]=[CH:6][C:5]([CH2:8][O:9][C:10]2[CH:15]=[CH:14][N:13]([C:16]3[CH:21]=[CH:20][C:19]4[C:22]5[CH2:23][NH:24][CH2:25][CH2:26][CH2:27][C:28]=5[O:29][C:18]=4[CH:17]=3)[C:12](=[O:30])[CH:11]=2)=[CH:4][CH:3]=1.[ClH:31].CCOCC. The catalyst is CO. The product is [ClH:31].[CH3:1][C:2]1[N:7]=[CH:6][C:5]([CH2:8][O:9][C:10]2[CH:15]=[CH:14][N:13]([C:16]3[CH:21]=[CH:20][C:19]4[C:22]5[CH2:23][NH:24][CH2:25][CH2:26][CH2:27][C:28]=5[O:29][C:18]=4[CH:17]=3)[C:12](=[O:30])[CH:11]=2)=[CH:4][CH:3]=1. The yield is 0.980. (3) The reactants are [F:1][C:2]1[CH:7]=[C:6]([I:8])[C:5]([F:9])=[CH:4][C:3]=1[NH:10][C:11]1[C:15]2[CH:16]=[N:17][CH:18]=[CH:19][C:14]=2[O:13][C:12]=1[C:20](OCC)=[O:21].[OH-].[Na+].[CH3:27][C:28]1([CH3:36])[O:32][C@@H:31]([CH2:33][O:34][NH2:35])[CH2:30][O:29]1.C1C=CC2N(O)N=NC=2C=1.CCN(C(C)C)C(C)C. The catalyst is C1COCC1. The product is [CH3:27][C:28]1([CH3:36])[O:32][C@@H:31]([CH2:33][O:34][NH:35][C:20]([C:12]2[O:13][C:14]3[CH:19]=[CH:18][N:17]=[CH:16][C:15]=3[C:11]=2[NH:10][C:3]2[CH:4]=[C:5]([F:9])[C:6]([I:8])=[CH:7][C:2]=2[F:1])=[O:21])[CH2:30][O:29]1. The yield is 0.760. (4) The reactants are Cl[C:2]1[N:7]([CH3:8])[C:6](=[O:9])[CH:5]=[C:4]([C:10]2[CH:15]=[CH:14][N:13]=[CH:12][N:11]=2)[N:3]=1.Cl.[CH3:17][C@@H:18]1[CH2:23][O:22][CH2:21][CH2:20][NH:19]1.C(N(CC)CC)C. The catalyst is O1CCCC1. The product is [CH3:8][N:7]1[C:6](=[O:9])[CH:5]=[C:4]([C:10]2[CH:15]=[CH:14][N:13]=[CH:12][N:11]=2)[N:3]=[C:2]1[N:19]1[CH2:20][CH2:21][O:22][CH2:23][C@H:18]1[CH3:17]. The yield is 0.750. (5) The reactants are C(O[C:4](=[O:11])[C:5]1[CH:10]=[CH:9][N:8]=[CH:7][CH:6]=1)C.[CH:12]1([NH2:15])[CH2:14][CH2:13]1. No catalyst specified. The product is [CH:12]1([NH:15][C:4](=[O:11])[C:5]2[CH:6]=[CH:7][N:8]=[CH:9][CH:10]=2)[CH2:14][CH2:13]1. The yield is 0.500. (6) The reactants are [CH:1]1([NH2:4])[CH2:3][CH2:2]1.C(N(CC)CC)C.[Cl-].ClC1N(C)CC[NH+]1C.[CH3:21][O:22][C:23]1[C:24](=[O:47])[C:25]([CH3:46])=[C:26]([CH2:32][C:33]2[CH:34]=[CH:35][C:36]([O:42][C:43](=[O:45])[CH3:44])=[C:37]([CH:41]=2)[C:38](O)=[O:39])[C:27](=[O:31])[C:28]=1[O:29][CH3:30]. The catalyst is C(Cl)Cl. The product is [CH:1]1([NH:4][C:38](=[O:39])[C:37]2[CH:41]=[C:33]([CH2:32][C:26]3[C:27](=[O:31])[C:28]([O:29][CH3:30])=[C:23]([O:22][CH3:21])[C:24](=[O:47])[C:25]=3[CH3:46])[CH:34]=[CH:35][C:36]=2[O:42][C:43](=[O:45])[CH3:44])[CH2:3][CH2:2]1. The yield is 0.400. (7) The reactants are CCCP(=O)=O.[Cl:7][C:8]1[CH:13]=[CH:12][C:11]([CH:14]2[CH2:19][CH2:18][CH2:17][NH:16][CH2:15]2)=[CH:10][CH:9]=1.C(N(CC)CC)C.[Cl:27][C:28]1[CH:29]=[C:30]([CH:34]=[CH:35][N:36]=1)[C:31](O)=[O:32]. The catalyst is C(Cl)Cl. The product is [Cl:27][C:28]1[CH:29]=[C:30]([C:31]([N:16]2[CH2:17][CH2:18][CH2:19][CH:14]([C:11]3[CH:10]=[CH:9][C:8]([Cl:7])=[CH:13][CH:12]=3)[CH2:15]2)=[O:32])[CH:34]=[CH:35][N:36]=1. The yield is 0.960.